From a dataset of Reaction yield outcomes from USPTO patents with 853,638 reactions. Predict the reaction yield, written as a fraction of the theoretical maximum amount of product (1.0 means a 100% yield; for example, 0.34 means a 34% yield). (1) The reactants are [F:1][C:2]1[CH:10]=[C:9]([F:11])[CH:8]=[CH:7][C:3]=1[C:4]([OH:6])=[O:5].[N+:12]([O-])([OH:14])=[O:13]. The catalyst is S(=O)(=O)(O)O. The product is [F:1][C:2]1[CH:10]=[C:9]([F:11])[C:8]([N+:12]([O-:14])=[O:13])=[CH:7][C:3]=1[C:4]([OH:6])=[O:5]. The yield is 0.610. (2) The reactants are C([N:4]1[C:12]2[C:7](=[CH:8][C:9]([C:13](Cl)=[O:14])=[CH:10][CH:11]=2)[C:6]([C:16]2[CH:21]=[CH:20][C:19]([F:22])=[CH:18][CH:17]=2)=[N:5]1)(=O)C.[NH2:23][CH2:24][C@@H:25]1[CH2:30][CH2:29][CH2:28][CH2:27][C@H:26]1[OH:31]. The catalyst is N1C=CC=CC=1. The yield is 0.690. The product is [OH:31][C@@H:26]1[CH2:27][CH2:28][CH2:29][CH2:30][CH:25]1[CH2:24][NH:23][C:13]([C:9]1[CH:8]=[C:7]2[C:12](=[CH:11][CH:10]=1)[NH:4][N:5]=[C:6]2[C:16]1[CH:21]=[CH:20][C:19]([F:22])=[CH:18][CH:17]=1)=[O:14]. (3) The reactants are [H-].[Na+].[Cl:3][C:4]1[CH:5]=[C:6]2[C:10](=[CH:11][CH:12]=1)[NH:9][C:8]([C:13]1[CH:18]=[CH:17][C:16]([Cl:19])=[CH:15][CH:14]=1)=[C:7]2[CH2:20][CH2:21][C:22]([OH:24])=[O:23].I[CH3:26].O. The catalyst is CN(C)C=O. The product is [Cl:3][C:4]1[CH:5]=[C:6]2[C:10](=[CH:11][CH:12]=1)[N:9]([CH3:26])[C:8]([C:13]1[CH:14]=[CH:15][C:16]([Cl:19])=[CH:17][CH:18]=1)=[C:7]2[CH2:20][CH2:21][C:22]([OH:24])=[O:23]. The yield is 0.720. (4) The reactants are C([O:4][C@H:5]1[CH2:22][CH2:21][C@@:20]2([CH3:23])[C@@H:7]([CH2:8][CH2:9][C@:10]3([CH3:48])[C@@H:19]2[CH2:18][CH2:17][C@H:16]2[C@@:11]3([CH3:47])[CH2:12][CH2:13][C@@:14]3([C:30](=[O:46])[NH:31][C@@H:32]4[CH2:35][C@H:34]([C:36]([N:38]5[CH2:43][CH2:42][CH2:41][CH2:40][CH2:39]5)=[O:37])[C:33]4([CH3:45])[CH3:44])[CH2:26][CH2:25][C@@H:24]([C:27]([CH3:29])=[CH2:28])[C@@H:15]32)[C:6]1([CH3:50])[CH3:49])(=O)C.[OH-].[Na+]. The catalyst is CO.C1COCC1. The product is [CH3:44][C:33]1([CH3:45])[C@@H:34]([C:36]([N:38]2[CH2:39][CH2:40][CH2:41][CH2:42][CH2:43]2)=[O:37])[CH2:35][C@H:32]1[NH:31][C:30]([C@:14]12[CH2:26][CH2:25][C@@H:24]([C:27]([CH3:29])=[CH2:28])[C@@H:15]1[C@@H:16]1[C@@:11]([CH3:47])([CH2:12][CH2:13]2)[C@@:10]2([CH3:48])[C@@H:19]([C@:20]3([CH3:23])[C@@H:7]([CH2:8][CH2:9]2)[C:6]([CH3:49])([CH3:50])[C@@H:5]([OH:4])[CH2:22][CH2:21]3)[CH2:18][CH2:17]1)=[O:46]. The yield is 0.746.